This data is from Reaction yield outcomes from USPTO patents with 853,638 reactions. The task is: Predict the reaction yield, written as a fraction of the theoretical maximum amount of product (1.0 means a 100% yield; for example, 0.34 means a 34% yield). (1) The reactants are Cl.[CH3:2][NH2:3].[F:4][C:5]1[CH:6]=[C:7]([CH:11]=[CH:12][C:13]=1[F:14])[C:8](O)=[O:9]. No catalyst specified. The product is [F:4][C:5]1[CH:6]=[C:7]([CH:11]=[CH:12][C:13]=1[F:14])[C:8]([NH:3][CH3:2])=[O:9]. The yield is 0.750. (2) The reactants are [Cl:1][C:2]1[CH:10]=[C:9]2[C:5]([C:6]([C:11]([O:13]C)=[O:12])=[CH:7][NH:8]2)=[CH:4][C:3]=1[C:15]1[CH:20]=[CH:19][C:18]([C:21]([CH3:25])([CH3:24])[CH2:22][OH:23])=[C:17]([O:26][CH3:27])[CH:16]=1.[OH-].[Na+]. The catalyst is CO. The product is [Cl:1][C:2]1[CH:10]=[C:9]2[C:5]([C:6]([C:11]([OH:13])=[O:12])=[CH:7][NH:8]2)=[CH:4][C:3]=1[C:15]1[CH:20]=[CH:19][C:18]([C:21]([CH3:25])([CH3:24])[CH2:22][OH:23])=[C:17]([O:26][CH3:27])[CH:16]=1. The yield is 0.730. (3) The reactants are C[C:2]([CH3:5])([O-])C.[Na+].Br[C:8]1[S:12][C:11]([C:13]([O:15][CH2:16][CH3:17])=[O:14])=[CH:10][CH:9]=1.[NH:18]1[CH2:24][CH2:23]C[NH:21][CH2:20][CH2:19]1.C1(P(C2C=CC=CC=2)C2C=CC3C(=CC=CC=3)C=2C2C3C(=CC=CC=3)C=CC=2P(C2C=CC=CC=2)C2C=CC=CC=2)C=CC=CC=1. The catalyst is C1(C)C=CC=CC=1.CO.C([O-])(=O)C.[Pd+2].C([O-])(=O)C. The product is [CH2:24]([N:18]1[CH2:5][CH2:2][N:21]([C:8]2[S:12][C:11]([C:13]([O:15][CH2:16][CH3:17])=[O:14])=[CH:10][CH:9]=2)[CH2:20][CH2:19]1)[CH3:23]. The yield is 0.170.